From a dataset of Full USPTO retrosynthesis dataset with 1.9M reactions from patents (1976-2016). Predict the reactants needed to synthesize the given product. (1) Given the product [F:1][C:2]1[CH:3]=[C:4]([N+:13]([O-:15])=[O:14])[CH:5]=[C:6]2[C:11]=1[NH:10][CH2:9][CH2:8][CH2:7]2, predict the reactants needed to synthesize it. The reactants are: [F:1][C:2]1[CH:3]=[C:4]([N+:13]([O-:15])=[O:14])[CH:5]=[C:6]2[C:11]=1[NH:10][C:9](=O)[CH2:8][CH2:7]2.C1COCC1. (2) Given the product [OH:1][CH2:2][CH2:3][N:4]([CH:22]([CH3:24])[CH3:23])[C:5]([C:7]1[S:8][C:9]2[CH2:10][CH2:11][O:12][C:13]3[CH:20]=[C:19]([C:29]4[CH:28]=[N:27][N:26]([CH3:25])[CH:30]=4)[CH:18]=[CH:17][C:14]=3[C:15]=2[N:16]=1)=[O:6], predict the reactants needed to synthesize it. The reactants are: [OH:1][CH2:2][CH2:3][N:4]([CH:22]([CH3:24])[CH3:23])[C:5]([C:7]1[S:8][C:9]2[CH2:10][CH2:11][O:12][C:13]3[CH:20]=[C:19](Br)[CH:18]=[CH:17][C:14]=3[C:15]=2[N:16]=1)=[O:6].[CH3:25][N:26]1[CH:30]=[C:29](B2OC(C)(C)C(C)(C)O2)[CH:28]=[N:27]1. (3) The reactants are: Cl[C:2]1[C:14]2[C:13]3[CH:12]=[CH:11][C:10]([C:15]([F:18])([F:17])[F:16])=[CH:9][C:8]=3[N:7]([CH3:19])[C:6]=2[C:5]([C:20]#[N:21])=[CH:4][N:3]=1.[NH4+:22].[OH-]. Given the product [NH2:22][C:2]1[C:14]2[C:13]3[CH:12]=[CH:11][C:10]([C:15]([F:18])([F:17])[F:16])=[CH:9][C:8]=3[N:7]([CH3:19])[C:6]=2[C:5]([C:20]#[N:21])=[CH:4][N:3]=1, predict the reactants needed to synthesize it. (4) Given the product [CH2:24]([O:31]/[N:32]=[C:21](/[C:18]1[CH:19]=[CH:20][C:15]2[N:16]([C:12]([CH2:11][C:7]3[CH:6]=[C:5]4[C:10](=[CH:9][CH:8]=3)[N:1]=[CH:2][CH:3]=[CH:4]4)=[N:13][N:14]=2)[N:17]=1)\[CH3:22])[C:25]1[CH:30]=[CH:29][CH:28]=[CH:27][CH:26]=1, predict the reactants needed to synthesize it. The reactants are: [N:1]1[C:10]2[C:5](=[CH:6][C:7]([CH2:11][C:12]3[N:16]4[N:17]=[C:18]([C:21](=O)[CH3:22])[CH:19]=[CH:20][C:15]4=[N:14][N:13]=3)=[CH:8][CH:9]=2)[CH:4]=[CH:3][CH:2]=1.[CH2:24]([O:31][NH2:32])[C:25]1[CH:30]=[CH:29][CH:28]=[CH:27][CH:26]=1. (5) Given the product [CH3:1][C@@H:2]1[CH2:7][CH2:8][N:12]([C@H:13]([CH3:16])[CH2:14][OH:15])[CH2:3]1, predict the reactants needed to synthesize it. The reactants are: [CH3:1][C@H:2]([CH2:7][C:8](OC)=O)[C:3](OC)=O.[NH2:12][C@H:13]([CH3:16])[CH2:14][OH:15]. (6) Given the product [CH2:40]([O:41][C:42]1[CH:16]=[CH:15][C:14]([CH2:17][C:18]([NH:20][C:21]2[CH:26]=[C:25]([N:27]([CH3:28])[C:32](=[O:37])[CH2:33][CH:34]([CH3:36])[CH3:35])[CH:24]=[CH:23][C:22]=2[N+:29]([O-:31])=[O:30])=[O:19])=[CH:13][CH:43]=1)[CH3:39], predict the reactants needed to synthesize it. The reactants are: ClCCCl.CC#N.C(OC1[CH:16]=[CH:15][C:14]([CH2:17][C:18]([NH:20][C:21]2[CH:26]=[C:25]([NH:27][CH3:28])[CH:24]=[CH:23][C:22]=2[N+:29]([O-:31])=[O:30])=[O:19])=[CH:13]C=1)C.[C:32](Cl)(=[O:37])[CH2:33][CH:34]([CH3:36])[CH3:35].[CH3:39][CH2:40][O:41][CH2:42][CH3:43].